Dataset: Forward reaction prediction with 1.9M reactions from USPTO patents (1976-2016). Task: Predict the product of the given reaction. (1) Given the reactants BrC1C=C2C(N=CC(N)=N2)=CC=1.[Br:13][C:14]1[CH:15]=[C:16]2[C:21](=[CH:22][CH:23]=1)[N:20]=[C:19]([NH:24]N)[CH:18]=[N:17]2.BrC1C=C2C(N=CC(NN)=N2)=CC=1.BrC1C=C2C(=CC=1)N1C(C3C=CC=CC=3)=NN=C1C=N2.BrC1C=C2C(=CC=1)N1C(C3C=CC=CN=3)=NN=C1C=N2, predict the reaction product. The product is: [Br:13][C:14]1[CH:15]=[C:16]2[C:21](=[CH:22][CH:23]=1)[N:20]=[C:19]([NH2:24])[CH:18]=[N:17]2. (2) Given the reactants [CH3:1][C:2]([C:17]1[CH:22]=[CH:21][CH:20]=[CH:19][CH:18]=1)([CH3:16])[CH2:3][CH:4]1[C:11]2[CH:10]=[C:9]([C:12]([O:14]C)=[O:13])[NH:8][C:7]=2[CH2:6][CH2:5]1.O.[OH-].[Li+], predict the reaction product. The product is: [CH3:16][C:2]([C:17]1[CH:18]=[CH:19][CH:20]=[CH:21][CH:22]=1)([CH3:1])[CH2:3][CH:4]1[C:11]2[CH:10]=[C:9]([C:12]([OH:14])=[O:13])[NH:8][C:7]=2[CH2:6][CH2:5]1.